Dataset: Reaction yield outcomes from USPTO patents with 853,638 reactions. Task: Predict the reaction yield, written as a fraction of the theoretical maximum amount of product (1.0 means a 100% yield; for example, 0.34 means a 34% yield). (1) The reactants are [Br:1][C:2]1[CH:7]=[C:6]([N+:8]([O-:10])=[O:9])[CH:5]=[CH:4][C:3]=1[C:11]([CH3:22])([C:17](OCC)=[O:18])[C:12](OCC)=[O:13].[H-].[Al+3].[Li+].[H-].[H-].[H-]. The catalyst is O1CCCC1. The product is [Br:1][C:2]1[CH:7]=[C:6]([N+:8]([O-:10])=[O:9])[CH:5]=[CH:4][C:3]=1[C:11]([CH3:22])([CH2:17][OH:18])[CH2:12][OH:13]. The yield is 0.240. (2) The reactants are [CH2:1]([O:8][CH2:9][C@H:10]([CH:24]([CH3:26])[CH3:25])[CH2:11][C@H:12]([NH:16][C:17](=[O:23])[O:18][C:19]([CH3:22])([CH3:21])[CH3:20])[CH:13]1[CH2:15][O:14]1)[C:2]1[CH:7]=[CH:6][CH:5]=[CH:4][CH:3]=1.[NH4+:27].[OH-]. The catalyst is CO. The product is [NH2:27][CH2:15][CH:13]([OH:14])[C@@H:12]([NH:16][C:17](=[O:23])[O:18][C:19]([CH3:22])([CH3:21])[CH3:20])[CH2:11][C@H:10]([CH2:9][O:8][CH2:1][C:2]1[CH:7]=[CH:6][CH:5]=[CH:4][CH:3]=1)[CH:24]([CH3:26])[CH3:25]. The yield is 0.940. (3) The reactants are [CH3:1][CH:2]([CH3:14])[C@H:3]([NH:7][C:8]([O:10][CH:11]([CH3:13])[CH3:12])=[O:9])[C:4]([OH:6])=O.C(N1C=CN=C1)(N1C=CN=C1)=O.Cl.[NH2:28][C@@H:29]([CH:41]([CH3:43])[CH3:42])[CH2:30][NH:31][C:32](=[O:40])[C:33]1[CH:38]=[CH:37][CH:36]=[CH:35][C:34]=1[CH3:39].C(N(CC)CC)C. The catalyst is O1CCCC1. The product is [CH3:42][CH:41]([CH3:43])[C@H:29]([NH:28][C:4](=[O:6])[C@@H:3]([NH:7][C:8]([O:10][CH:11]([CH3:13])[CH3:12])=[O:9])[CH:2]([CH3:1])[CH3:14])[CH2:30][NH:31][C:32](=[O:40])[C:33]1[CH:38]=[CH:37][CH:36]=[CH:35][C:34]=1[CH3:39]. The yield is 0.600. (4) The reactants are C(N(CC)CC)C.[CH2:8]([O:15][CH2:16][CH:17]([OH:27])[CH2:18][O:19][CH2:20][C:21]1[CH:26]=[CH:25][CH:24]=[CH:23][CH:22]=1)[C:9]1[CH:14]=[CH:13][CH:12]=[CH:11][CH:10]=1. The catalyst is CS(C)=O. The product is [CH2:8]([O:15][CH2:16][C:17](=[O:27])[CH2:18][O:19][CH2:20][C:21]1[CH:26]=[CH:25][CH:24]=[CH:23][CH:22]=1)[C:9]1[CH:10]=[CH:11][CH:12]=[CH:13][CH:14]=1. The yield is 0.758. (5) The reactants are [C:1]([O:4][C:5]1[CH:6]=[C:7]([O:19][C:20](=[O:22])[CH3:21])[CH:8]=[C:9]([CH:11](OC(OCC)=O)[CH3:12])[CH:10]=1)(=[O:3])[CH3:2]. The catalyst is C1(C)C=CC=CC=1. The product is [C:1]([O:4][C:5]1[CH:10]=[C:9]([CH:8]=[C:7]([O:19][C:20](=[O:22])[CH3:21])[CH:6]=1)[CH:11]=[CH2:12])(=[O:3])[CH3:2]. The yield is 0.900. (6) The reactants are Cl[C:2]1[N:7]=[C:6]([Cl:8])[N:5]=[C:4]([CH3:9])[N:3]=1.[NH2:10][C@@H:11]1[C:19]2[C:14](=[CH:15][CH:16]=[CH:17][CH:18]=2)[CH2:13][CH2:12]1.CCN(C(C)C)C(C)C.O. The catalyst is CN(C=O)C.C1(C)C=CC=CC=1. The product is [Cl:8][C:6]1[N:5]=[C:4]([CH3:9])[N:3]=[C:2]([NH:10][C@@H:11]2[C:19]3[C:14](=[CH:15][CH:16]=[CH:17][CH:18]=3)[CH2:13][CH2:12]2)[N:7]=1. The yield is 0.530.